From a dataset of Forward reaction prediction with 1.9M reactions from USPTO patents (1976-2016). Predict the product of the given reaction. (1) The product is: [CH2:1]([N:3]1[CH2:8][C:7]([CH2:11][CH3:12])([CH2:9][CH3:10])[O:6][C:5](=[O:13])[CH:4]1[CH2:25][C:26]([O:28][C:29]([CH3:32])([CH3:31])[CH3:30])=[O:27])[CH3:2]. Given the reactants [CH2:1]([N:3]1[CH2:8][C:7]([CH2:11][CH3:12])([CH2:9][CH3:10])[O:6][C:5](=[O:13])[CH2:4]1)[CH3:2].C[Si]([N-][Si](C)(C)C)(C)C.[Li+].Br[CH2:25][C:26]([O:28][C:29]([CH3:32])([CH3:31])[CH3:30])=[O:27], predict the reaction product. (2) Given the reactants [Cl:1][C:2]1[CH:13]=[C:12]([N+:14]([O-])=O)[CH:11]=[CH:10][C:3]=1[CH2:4][N:5]([CH2:8][CH3:9])[CH2:6][CH3:7], predict the reaction product. The product is: [Cl:1][C:2]1[CH:13]=[C:12]([NH2:14])[CH:11]=[CH:10][C:3]=1[CH2:4][N:5]([CH2:8][CH3:9])[CH2:6][CH3:7]. (3) Given the reactants [CH2:1]([O:8][C:9]([N:11]1[CH2:15][CH2:14][CH2:13][C@H:12]1[C:16](=[O:33])[NH:17][C:18]1[CH:23]=[CH:22][CH:21]=[C:20](B2OC(C)(C)C(C)(C)O2)[CH:19]=1)=[O:10])[C:2]1[CH:7]=[CH:6][CH:5]=[CH:4][CH:3]=1.Br[C:35]1[CH:40]=[CH:39][CH:38]=[C:37]([N+:41]([O-:43])=[O:42])[CH:36]=1.CN(C=O)C, predict the reaction product. The product is: [CH2:1]([O:8][C:9]([N:11]1[CH2:15][CH2:14][CH2:13][C@H:12]1[C:16](=[O:33])[NH:17][C:18]1[CH:19]=[C:20]([C:35]2[CH:40]=[CH:39][CH:38]=[C:37]([N+:41]([O-:43])=[O:42])[CH:36]=2)[CH:21]=[CH:22][CH:23]=1)=[O:10])[C:2]1[CH:3]=[CH:4][CH:5]=[CH:6][CH:7]=1. (4) Given the reactants [N:1]1([C:7]2[S:8]/[C:9](=[CH:13]\[C:14]3[CH:19]=[CH:18][C:17]([F:20])=[CH:16][C:15]=3[OH:21])/[C:10](=[O:12])[N:11]=2)[CH2:6][CH2:5][CH2:4][CH2:3][NH:2]1.C(N(CC)CC)C.O=[C:30]1[CH2:34][CH2:33][CH2:32][N:31]1[C:35](Cl)=[O:36].[Cl:38]CCl, predict the reaction product. The product is: [Cl:38][C:30]1[N:31]([C:35]([O:21][C:15]2[CH:16]=[C:17]([F:20])[CH:18]=[CH:19][C:14]=2/[CH:13]=[C:9]2\[C:10](=[O:12])[N:11]=[C:7]([N:1]3[CH2:6][CH2:5][CH2:4][CH2:3][NH:2]3)[S:8]\2)=[O:36])[CH2:32][CH2:33][CH:34]=1. (5) Given the reactants [N:1]1[CH:6]=[CH:5][C:4]([C:7]([CH:9]2[CH2:14][CH2:13][CH2:12][CH2:11][N:10]2C(OC(C)(C)C)=O)=[O:8])=[CH:3][CH:2]=1.[ClH:22], predict the reaction product. The product is: [ClH:22].[NH:1]1[CH2:6][CH2:5][CH:4]([C:7]([C:9]2[CH:14]=[CH:13][CH:12]=[CH:11][N:10]=2)=[O:8])[CH2:3][CH2:2]1. (6) Given the reactants O=[C:2]([CH2:8][C:9](=O)[C:10]1[CH:15]=[CH:14][CH:13]=[CH:12][CH:11]=1)[C:3]([O:5][CH2:6][CH3:7])=[O:4].[CH3:17][CH:18]([N:20]1[C:24]([NH2:25])=[CH:23][CH:22]=[N:21]1)[CH3:19].C1C=CC=CC=1, predict the reaction product. The product is: [CH3:17][CH:18]([N:20]1[C:24]2[N:25]=[C:9]([C:10]3[CH:15]=[CH:14][CH:13]=[CH:12][CH:11]=3)[CH:8]=[C:2]([C:3]([O:5][CH2:6][CH3:7])=[O:4])[C:23]=2[CH:22]=[N:21]1)[CH3:19].